Dataset: Reaction yield outcomes from USPTO patents with 853,638 reactions. Task: Predict the reaction yield, written as a fraction of the theoretical maximum amount of product (1.0 means a 100% yield; for example, 0.34 means a 34% yield). (1) The yield is 0.800. The catalyst is C(O)(=O)C. The product is [CH3:14][C:13]1[C:8]([CH:4]([CH:1]2[CH2:3][CH2:2]2)[CH:5]=[O:6])=[N:9][CH:10]=[CH:11][C:12]=1[Cl:15]. The reactants are [CH:1]1([C:4]([C:8]2[C:13]([CH3:14])=[C:12]([Cl:15])[CH:11]=[CH:10][N:9]=2)=[CH:5][O:6]C)[CH2:3][CH2:2]1.S(=O)(=O)(O)O.[OH-].[Na+]. (2) The yield is 1.00. The catalyst is CN(C=O)C.C(OCC)C. The reactants are [OH:1][C:2]([C:19]([F:22])([F:21])[F:20])([CH2:16][C:17]#[CH:18])[CH2:3][C:4]([C:7]1[CH:15]=[CH:14][CH:13]=[CH:12][C:8]=1[C:9]([OH:11])=[O:10])([CH3:6])[CH3:5].N1C=CN=C1.Cl[Si:29]([CH3:32])([CH3:31])[CH3:30]. The product is [CH3:6][C:4]([C:7]1[CH:15]=[CH:14][CH:13]=[CH:12][C:8]=1[C:9]([OH:11])=[O:10])([CH3:5])[CH2:3][C:2]([C:19]([F:20])([F:21])[F:22])([O:1][Si:29]([CH3:32])([CH3:31])[CH3:30])[CH2:16][C:17]#[CH:18]. (3) The reactants are [CH:1]1([C:7]2[N:11]3[C:12]4[CH:18]=[CH:17][N:16]([S:19]([C:22]5[CH:28]=[CH:27][C:25]([CH3:26])=[CH:24][CH:23]=5)(=[O:21])=[O:20])[C:13]=4[N:14]=[CH:15][C:10]3=[CH:9][N:8]=2)[CH2:6][CH2:5][CH2:4][CH2:3][CH2:2]1.C1C(=O)N([Br:36])C(=O)C1. The catalyst is C1COCC1.CCOC(C)=O.C([O-])(O)=O.[Na+]. The product is [Br:36][C:9]1[N:8]=[C:7]([CH:1]2[CH2:2][CH2:3][CH2:4][CH2:5][CH2:6]2)[N:11]2[C:12]3[CH:18]=[CH:17][N:16]([S:19]([C:22]4[CH:28]=[CH:27][C:25]([CH3:26])=[CH:24][CH:23]=4)(=[O:20])=[O:21])[C:13]=3[N:14]=[CH:15][C:10]=12. The yield is 0.830. (4) The reactants are [CH3:1][O:2][C:3]1[CH:4]=[C:5]([CH:34]=[CH:35][CH:36]=1)[C:6]([NH:8][C:9]1[C:10]([CH3:33])=[C:11]([C:18]([C:20]2[CH:21]=[CH:22][C:23]([N+:30]([O-:32])=[O:31])=[C:24]([CH:29]=2)[C:25]([O:27][CH3:28])=[O:26])=[O:19])[N:12]2[C:17]=1[CH:16]=[CH:15][CH:14]=[CH:13]2)=[O:7].[CH3:37]I. No catalyst specified. The product is [CH3:1][O:2][C:3]1[CH:4]=[C:5]([CH:34]=[CH:35][CH:36]=1)[C:6]([N:8]([CH3:37])[C:9]1[C:10]([CH3:33])=[C:11]([C:18]([C:20]2[CH:21]=[CH:22][C:23]([N+:30]([O-:32])=[O:31])=[C:24]([CH:29]=2)[C:25]([O:27][CH3:28])=[O:26])=[O:19])[N:12]2[C:17]=1[CH:16]=[CH:15][CH:14]=[CH:13]2)=[O:7]. The yield is 0.840. (5) The reactants are [F:1][C:2]([F:27])([F:26])[CH2:3][N:4]1[CH:13]=[CH:12][C:11]2[C:6](=[CH:7][C:8]([S:14][Si](C(C)C)(C(C)C)C(C)C)=[CH:9][CH:10]=2)[C:5]1=[O:25]. The catalyst is Cl.CO.O1CCCC1. The product is [F:27][C:2]([F:1])([F:26])[CH2:3][N:4]1[CH:13]=[CH:12][C:11]2[C:6](=[CH:7][C:8]([SH:14])=[CH:9][CH:10]=2)[C:5]1=[O:25]. The yield is 1.00. (6) The reactants are C([O:8][C@H:9]1[C@H:14]([O:15]CC2C=CC=CC=2)[C@@H:13]([O:23]CC2C=CC=CC=2)[C@@H:12]([C:31]#[CH:32])[O:11][C@@H:10]1[CH2:33][O:34]CC1C=CC=CC=1)C1C=CC=CC=1.B(F)(F)F.CCOCC. The catalyst is CCS. The product is [C:31]([C@@H:12]1[C@H:13]([OH:23])[C@@H:14]([OH:15])[C@H:9]([OH:8])[C@@H:10]([CH2:33][OH:34])[O:11]1)#[CH:32]. The yield is 0.380. (7) The reactants are [C:1]1([CH2:7][CH:8]=O)[CH:6]=[CH:5][CH:4]=[CH:3][CH:2]=1.[CH3:10][NH:11][CH3:12].[BH3-]C#N.[Na+]. The catalyst is CO. The product is [CH3:10][N:11]([CH2:8][CH2:7][C:1]1[CH:6]=[CH:5][CH:4]=[CH:3][CH:2]=1)[CH3:12]. The yield is 1.00. (8) The reactants are [S:1]1[C:5]2[CH:6]=[CH:7][CH:8]=[CH:9][C:4]=2[C:3]([CH:10]([CH:12]2[CH2:17][CH2:16][CH2:15][CH2:14][CH2:13]2)O)=[CH:2]1.S(Cl)([Cl:20])=O.C(=O)([O-])O.[Na+]. The catalyst is C1(C)C=CC=CC=1. The product is [Cl:20][CH:10]([CH:12]1[CH2:17][CH2:16][CH2:15][CH2:14][CH2:13]1)[C:3]1[C:4]2[CH:9]=[CH:8][CH:7]=[CH:6][C:5]=2[S:1][CH:2]=1. The yield is 0.970. (9) The reactants are [N:1]1([C:5]2[CH:10]=[CH:9][C:8]([C:11]3[NH:16][C:15](=[O:17])[C:14]([C:18]([O:20]C)=[O:19])=[C:13]([OH:22])[C:12]=3[CH2:23][CH3:24])=[CH:7][CH:6]=2)[CH2:4][CH2:3][CH2:2]1.[Si](O[K])(C)(C)C. The catalyst is C(Cl)Cl.CCOCC. The product is [N:1]1([C:5]2[CH:6]=[CH:7][C:8]([C:11]3[NH:16][C:15](=[O:17])[C:14]([C:18]([OH:20])=[O:19])=[C:13]([OH:22])[C:12]=3[CH2:23][CH3:24])=[CH:9][CH:10]=2)[CH2:4][CH2:3][CH2:2]1. The yield is 0.160. (10) The reactants are [N+:1]([C:4]1[CH:9]=[C:8]([C:10]([CH3:13])([CH3:12])[CH3:11])[C:7]([OH:14])=[C:6]([C:15]([CH3:18])([CH3:17])[CH3:16])[CH:5]=1)([O-])=O.[H][H]. The catalyst is C(O)C.ClCCl.[Pd].CCCCCCC. The product is [NH2:1][C:4]1[CH:5]=[C:6]([C:15]([CH3:16])([CH3:17])[CH3:18])[C:7]([OH:14])=[C:8]([C:10]([CH3:13])([CH3:12])[CH3:11])[CH:9]=1. The yield is 0.500.